This data is from Peptide-MHC class I binding affinity with 185,985 pairs from IEDB/IMGT. The task is: Regression. Given a peptide amino acid sequence and an MHC pseudo amino acid sequence, predict their binding affinity value. This is MHC class I binding data. (1) The peptide sequence is HRYLIRQSM. The MHC is HLA-A11:01 with pseudo-sequence HLA-A11:01. The binding affinity (normalized) is 0.0847. (2) The peptide sequence is YTKIVTNIL. The MHC is HLA-A30:01 with pseudo-sequence HLA-A30:01. The binding affinity (normalized) is 0.213.